This data is from Reaction yield outcomes from USPTO patents with 853,638 reactions. The task is: Predict the reaction yield, written as a fraction of the theoretical maximum amount of product (1.0 means a 100% yield; for example, 0.34 means a 34% yield). (1) The product is [C:14]([O:13][C:7]([CH3:8])([CH2:9][CH2:10][CH2:11][CH3:12])[CH3:6])(=[O:18])[C:15]([CH3:17])=[CH2:16]. The reactants are C([Li])CCC.[CH3:6][C:7]([OH:13])([CH2:9][CH2:10][CH2:11][CH3:12])[CH3:8].[C:14](Cl)(=[O:18])[C:15]([CH3:17])=[CH2:16]. The yield is 0.590. The catalyst is O1CCCC1. (2) The reactants are Br[C:2]1[CH:3]=[C:4]2[C:9](=[CH:10][CH:11]=1)[N:8]=[CH:7][C:6]([C:12]([CH:14]1[CH2:16][CH2:15]1)=[O:13])=[C:5]2[NH:17][C@H:18]1[CH2:23][CH2:22][C@H:21]([CH2:24][N:25]2[CH2:29][CH2:28][C@@H:27]([F:30])[CH2:26]2)[CH2:20][CH2:19]1.[Cl:31][C:32]1[CH:37]=[C:36](B2OC(C)(C)C(C)(C)O2)[CH:35]=[C:34]([F:47])[C:33]=1[OH:48]. No catalyst specified. The product is [Cl:31][C:32]1[CH:37]=[C:36]([C:2]2[CH:3]=[C:4]3[C:9](=[CH:10][CH:11]=2)[N:8]=[CH:7][C:6]([C:12]([CH:14]2[CH2:15][CH2:16]2)=[O:13])=[C:5]3[NH:17][C@H:18]2[CH2:23][CH2:22][C@H:21]([CH2:24][N:25]3[CH2:29][CH2:28][C@@H:27]([F:30])[CH2:26]3)[CH2:20][CH2:19]2)[CH:35]=[C:34]([F:47])[C:33]=1[OH:48]. The yield is 0.630. (3) The reactants are [NH:1]1[CH:5]=[C:4]([C:6]2[CH:11]=[C:10]([C:12]([NH2:14])=[O:13])[CH:9]=[CH:8][N:7]=2)[N:3]=[CH:2]1.Br[CH2:16][C:17]1[CH:22]=[CH:21][CH:20]=[CH:19][C:18]=1[Cl:23].C([O-])([O-])=O.[K+].[K+]. The catalyst is CN(C=O)C. The product is [Cl:23][C:18]1[CH:19]=[CH:20][CH:21]=[CH:22][C:17]=1[CH2:16][N:1]1[CH:5]=[C:4]([C:6]2[CH:11]=[C:10]([C:12]([NH2:14])=[O:13])[CH:9]=[CH:8][N:7]=2)[N:3]=[CH:2]1. The yield is 0.660.